Dataset: Reaction yield outcomes from USPTO patents with 853,638 reactions. Task: Predict the reaction yield, written as a fraction of the theoretical maximum amount of product (1.0 means a 100% yield; for example, 0.34 means a 34% yield). (1) The reactants are [N+:1]([C:4]1[CH:5]=[CH:6][C:7]2[C:16]3[C:11](=[N:12][CH:13]=[CH:14][CH:15]=3)[O:10][C:9](=[O:17])[C:8]=2[CH:18]=1)([O-])=O. The catalyst is CO.[Pd]. The product is [NH2:1][C:4]1[CH:5]=[CH:6][C:7]2[C:16]3[C:11](=[N:12][CH:13]=[CH:14][CH:15]=3)[O:10][C:9](=[O:17])[C:8]=2[CH:18]=1. The yield is 0.920. (2) The reactants are [CH2:1]([O:8][PH:9]([CH2:11][CH2:12][CH2:13][CH2:14][C:15]1[CH:20]=[CH:19][CH:18]=[CH:17][CH:16]=1)=[O:10])[C:2]1[CH:7]=[CH:6][CH:5]=[CH:4][CH:3]=1.C[Si]([CH:25]([Si](C)(C)C)[C:26](N)=O)(C)C.[NH2:33][C@H:34]([C:46]([NH:48][C@H:49]([C:68]([OH:70])=[O:69])[CH2:50][C:51]1[C:59]2[C:54](=[CH:55][CH:56]=[CH:57][CH:58]=2)[N:53](OCC2C=CC=CC=2)[CH:52]=1)=[O:47])[CH2:35][C:36](=[O:45])[O:37][CH2:38][C:39]1[CH:44]=[CH:43][CH:42]=[CH:41][CH:40]=1.CCN([CH2:76][CH3:77])CC.[C:78](Cl)(Cl)(Cl)Cl.[CH3:83][C:84]#N. No catalyst specified. The product is [CH2:38]([O:37][C:36](=[O:45])[CH2:35][CH:34]([NH:33][P:9]([O:8][CH2:1][C:2]1[CH:3]=[CH:4][CH:5]=[CH:6][CH:7]=1)([CH2:11][CH2:12][CH2:13][CH2:14][C:15]1[CH:16]=[CH:17][CH:18]=[CH:19][CH:20]=1)=[O:10])[C:46]([NH:48][CH:49]([C:68]([O:70][CH2:78][C:26]1[CH:25]=[CH:77][CH:76]=[CH:84][CH:83]=1)=[O:69])[CH2:50][C:51]1[C:59]2[C:54](=[CH:55][CH:56]=[CH:57][CH:58]=2)[NH:53][CH:52]=1)=[O:47])[C:39]1[CH:44]=[CH:43][CH:42]=[CH:41][CH:40]=1. The yield is 0.440. (3) The reactants are [Br:1][C:2]1[C:14](=[O:15])[N:13]([CH:16]2[CH2:20][CH2:19][CH2:18][CH2:17]2)[C:5]2[N:6]=[C:7](S(C)=O)[N:8]=[CH:9][C:4]=2[C:3]=1[CH3:21].[CH3:22][CH:23]1[O:28][CH:27]([CH3:29])[CH2:26][N:25]([C:30]2[CH:31]=[CH:32][C:33]([NH2:36])=[N:34][CH:35]=2)[CH2:24]1. The catalyst is C1(C)C=CC=CC=1. The product is [Br:1][C:2]1[C:14](=[O:15])[N:13]([CH:16]2[CH2:20][CH2:19][CH2:18][CH2:17]2)[C:5]2[N:6]=[C:7]([NH:36][C:33]3[CH:32]=[CH:31][C:30]([N:25]4[CH2:26][CH:27]([CH3:29])[O:28][CH:23]([CH3:22])[CH2:24]4)=[CH:35][N:34]=3)[N:8]=[CH:9][C:4]=2[C:3]=1[CH3:21]. The yield is 0.273. (4) The reactants are [CH3:1][C:2]1[N:7]=[C:6]([SH:8])[N:5]=[C:4]([OH:9])[CH:3]=1.C(=O)([O-])[O-].[K+].[K+].Br[CH2:17][C:18]1[C:22]([CH2:23][CH3:24])=[CH:21][N:20]([CH2:25]C)[N:19]=1. The catalyst is CN(C=O)C. The product is [CH2:23]([C:22]1[C:18]([CH2:17][S:8][C:6]2[N:5]=[C:4]([OH:9])[CH:3]=[C:2]([CH3:1])[N:7]=2)=[N:19][N:20]([CH3:25])[CH:21]=1)[CH3:24]. The yield is 0.410. (5) The reactants are C(C1C=C(NC(=O)CCCC2C=CC([B:25]([OH:27])[OH:26])=CC=2)C=CC=1S(CC)(=O)=O)#N.[C:29]([C:31]1[CH:32]=[C:33]([NH:42][C:43](=[O:56])[O:44][CH2:45][CH2:46][C:47]2[C:52]([CH3:53])=[CH:51][C:50](Br)=[CH:49][C:48]=2[CH3:55])[CH:34]=[CH:35][C:36]=1[S:37]([CH2:40][CH3:41])(=[O:39])=[O:38])#[N:30]. No catalyst specified. The product is [C:29]([C:31]1[CH:32]=[C:33]([NH:42][C:43]([O:44][CH2:45][CH2:46][C:47]2[C:52]([CH3:53])=[CH:51][C:50]([B:25]([OH:27])[OH:26])=[CH:49][C:48]=2[CH3:55])=[O:56])[CH:34]=[CH:35][C:36]=1[S:37]([CH2:40][CH3:41])(=[O:39])=[O:38])#[N:30]. The yield is 0.540. (6) The reactants are [Br:1][C:2]1[CH:23]=[CH:22][C:5]([C:6]([NH:8][C:9]2[CH:14]=[CH:13][CH:12]=[CH:11][C:10]=2[NH:15][C:16]2[CH:21]=[CH:20][CH:19]=[CH:18][CH:17]=2)=O)=[CH:4][CH:3]=1.P(Cl)(Cl)(Cl)=O. The catalyst is O1CCOCC1. The product is [Br:1][C:2]1[CH:23]=[CH:22][C:5]([C:6]2[N:15]([C:16]3[CH:21]=[CH:20][CH:19]=[CH:18][CH:17]=3)[C:10]3[CH:11]=[CH:12][CH:13]=[CH:14][C:9]=3[N:8]=2)=[CH:4][CH:3]=1. The yield is 0.900. (7) The yield is 0.760. The reactants are [Br:1][C:2]1[CH:3]=[C:4]([OH:8])[CH:5]=[CH:6][CH:7]=1.C(=O)([O-])[O-].Br[CH2:14][CH2:15][CH2:16][C:17]([O:19][CH2:20][CH3:21])=[O:18]. The product is [Br:1][C:2]1[CH:3]=[C:4]([CH:5]=[CH:6][CH:7]=1)[O:8][CH2:14][CH2:15][CH2:16][C:17]([O:19][CH2:20][CH3:21])=[O:18]. The catalyst is CN(C)C=O.CCOCC.